This data is from Forward reaction prediction with 1.9M reactions from USPTO patents (1976-2016). The task is: Predict the product of the given reaction. (1) Given the reactants [F:1][C:2]1[CH:7]=[CH:6][C:5]([NH:8][C:9]2[CH:14]=[CH:13][C:12]([C:15]([C:17]3[CH:22]=[C:21]([O:23][CH2:24][CH2:25][CH2:26][OH:27])[CH:20]=[CH:19][C:18]=3[CH3:28])=[O:16])=[C:11]([N+:29]([O-])=O)[CH:10]=2)=[C:4]([CH3:32])[CH:3]=1, predict the reaction product. The product is: [NH2:29][C:11]1[CH:10]=[C:9]([NH:8][C:5]2[CH:6]=[CH:7][C:2]([F:1])=[CH:3][C:4]=2[CH3:32])[CH:14]=[CH:13][C:12]=1[C:15]([C:17]1[CH:22]=[C:21]([O:23][CH2:24][CH2:25][CH2:26][OH:27])[CH:20]=[CH:19][C:18]=1[CH3:28])=[O:16]. (2) Given the reactants [CH3:1][CH:2]1[CH:7]=[CH:6][CH2:5][C:4]([CH3:9])([CH3:8])[CH:3]1[C:10](=O)[CH3:11].[C:13](O)(=O)C.[CH:17]([NH2:19])=[NH:18], predict the reaction product. The product is: [CH3:1][CH:2]1[CH:7]=[CH:6][CH2:5][C:4]([CH3:9])([CH3:8])[CH:3]1[C:10]1[CH:11]=[CH:13][N:19]=[CH:17][N:18]=1. (3) Given the reactants Cl.[NH2:2][C@H:3]1[CH2:8][CH2:7][C@H:6]([NH:9][C:10]([C:12]2[C:16]3[N:17]=[CH:18][N:19]=[C:20]([C:21]4[CH:26]=[C:25]([CH3:27])[CH:24]=[CH:23][C:22]=4[O:28][CH2:29][CH:30]4[CH2:32][CH2:31]4)[C:15]=3[NH:14][C:13]=2[CH3:33])=[O:11])[CH2:5][CH2:4]1.[C:34](Cl)(=[O:36])[CH3:35], predict the reaction product. The product is: [C:34]([NH:2][C@H:3]1[CH2:8][CH2:7][C@H:6]([NH:9][C:10]([C:12]2[C:16]3[N:17]=[CH:18][N:19]=[C:20]([C:21]4[CH:26]=[C:25]([CH3:27])[CH:24]=[CH:23][C:22]=4[O:28][CH2:29][CH:30]4[CH2:31][CH2:32]4)[C:15]=3[NH:14][C:13]=2[CH3:33])=[O:11])[CH2:5][CH2:4]1)(=[O:36])[CH3:35]. (4) Given the reactants C[O:2][C:3]([C:5]1[N:6]([CH2:11][C:12]([C:14]2[CH:19]=[CH:18][C:17]([O:20][CH3:21])=[CH:16][CH:15]=2)=O)[C:7]([Br:10])=[CH:8][CH:9]=1)=O.C([O-])(=O)C.[NH4+:26].O, predict the reaction product. The product is: [Br:10][C:7]1[N:6]2[CH:11]=[C:12]([C:14]3[CH:19]=[CH:18][C:17]([O:20][CH3:21])=[CH:16][CH:15]=3)[NH:26][C:3](=[O:2])[C:5]2=[CH:9][CH:8]=1. (5) Given the reactants [F:1][C:2]([F:35])([F:34])[C:3]1[CH:4]=[C:5]([CH:27]=[C:28]([C:30]([F:33])([F:32])[F:31])[CH:29]=1)[C:6]([N:8]1[CH2:26][CH2:25][C:11]2([N:15]([C:16]3[CH:21]=[CH:20][CH:19]=[CH:18][C:17]=3[Cl:22])[C:14](=[O:23])[NH:13][C:12]2=[O:24])[CH2:10][CH2:9]1)=[O:7].[CH3:36][N:37]1[C:41]([CH3:42])=[CH:40][C:39]([CH2:43]O)=[N:38]1, predict the reaction product. The product is: [F:35][C:2]([F:1])([F:34])[C:3]1[CH:4]=[C:5]([CH:27]=[C:28]([C:30]([F:32])([F:31])[F:33])[CH:29]=1)[C:6]([N:8]1[CH2:9][CH2:10][C:11]2([N:15]([C:16]3[CH:21]=[CH:20][CH:19]=[CH:18][C:17]=3[Cl:22])[C:14](=[O:23])[N:13]([CH2:43][C:39]3[CH:40]=[C:41]([CH3:42])[N:37]([CH3:36])[N:38]=3)[C:12]2=[O:24])[CH2:25][CH2:26]1)=[O:7]. (6) Given the reactants [N:1]1([C:7]2[O:8][C:9]3[CH:15]=[CH:14][CH:13]=[CH:12][C:10]=3[N:11]=2)[CH2:6][CH2:5]C[CH2:3][CH2:2]1.O.O[N:18]1C2C=CC=CC=2N=N1.[C:27]([NH:34][C@H:35]([C:42]([OH:44])=O)[CH2:36][C:37]1[S:38][CH:39]=[CH:40][CH:41]=1)([O:29][C:30]([CH3:33])([CH3:32])[CH3:31])=[O:28].C(N(CC)CC)C.Cl.CN(C)CCCN=C=NCC, predict the reaction product. The product is: [O:8]1[C:9]2[CH:15]=[CH:14][CH:13]=[CH:12][C:10]=2[N:11]=[C:7]1[N:1]1[CH2:6][CH2:5][N:18]([C:42](=[O:44])[C@@H:35]([NH:34][C:27](=[O:28])[O:29][C:30]([CH3:33])([CH3:32])[CH3:31])[CH2:36][C:37]2[S:38][CH:39]=[CH:40][CH:41]=2)[CH2:3][CH2:2]1. (7) Given the reactants C[Si]([N-][Si](C)(C)C)(C)C.[Na+].[Cl:11][C:12]1[CH:13]=[C:14]([N:29]2[CH:33]=[N:32][C:31]([C:34]([NH:36][CH2:37][CH2:38][C:39]([CH3:42])([CH3:41])[CH3:40])=[O:35])=[N:30]2)[CH:15]=[C:16]([Cl:28])[C:17]=1[O:18]CC1C=CC(OC)=CC=1.[CH2:43](Br)[C:44]1[CH:49]=[CH:48][CH:47]=[CH:46][CH:45]=1, predict the reaction product. The product is: [CH2:43]([N:36]([CH2:37][CH2:38][C:39]([CH3:40])([CH3:41])[CH3:42])[C:34]([C:31]1[N:32]=[CH:33][N:29]([C:14]2[CH:13]=[C:12]([Cl:11])[C:17]([OH:18])=[C:16]([Cl:28])[CH:15]=2)[N:30]=1)=[O:35])[C:44]1[CH:49]=[CH:48][CH:47]=[CH:46][CH:45]=1.